Dataset: Reaction yield outcomes from USPTO patents with 853,638 reactions. Task: Predict the reaction yield, written as a fraction of the theoretical maximum amount of product (1.0 means a 100% yield; for example, 0.34 means a 34% yield). (1) The reactants are [Cl:1][C:2]1[CH:3]=[C:4]([N:8]2[C:12]([CH2:13][NH:14][C:15]([NH:17][C:18]3[CH:23]=[CH:22][C:21]([CH2:24][OH:25])=[C:20]([F:26])[CH:19]=3)=[O:16])=[CH:11][C:10]([C:27]([F:30])([F:29])[F:28])=[N:9]2)[CH:5]=[CH:6][CH:7]=1.CC(OI1(OC(C)=O)(OC(C)=O)OC(=O)C2C=CC=CC1=2)=O. The catalyst is C(Cl)Cl. The product is [Cl:1][C:2]1[CH:3]=[C:4]([N:8]2[C:12]([CH2:13][NH:14][C:15]([NH:17][C:18]3[CH:23]=[CH:22][C:21]([CH:24]=[O:25])=[C:20]([F:26])[CH:19]=3)=[O:16])=[CH:11][C:10]([C:27]([F:30])([F:28])[F:29])=[N:9]2)[CH:5]=[CH:6][CH:7]=1. The yield is 0.480. (2) The reactants are [NH2:1][C:2]1[N:7]=[C:6]([CH3:8])[C:5]([C:9]2[CH:18]=[CH:17][C:12]([C:13]([O:15][CH3:16])=[O:14])=[CH:11][CH:10]=2)=[CH:4][CH:3]=1.N1C=CC=CC=1.[C:25](Cl)(=[O:27])[CH3:26]. The catalyst is C(Cl)Cl. The product is [C:25]([NH:1][C:2]1[N:7]=[C:6]([CH3:8])[C:5]([C:9]2[CH:18]=[CH:17][C:12]([C:13]([O:15][CH3:16])=[O:14])=[CH:11][CH:10]=2)=[CH:4][CH:3]=1)(=[O:27])[CH3:26]. The yield is 0.980.